Dataset: Full USPTO retrosynthesis dataset with 1.9M reactions from patents (1976-2016). Task: Predict the reactants needed to synthesize the given product. (1) Given the product [CH2:33]([O:40][CH2:41][N:42]1[C:46](=[O:47])[CH:45]([CH3:48])[N:44]([C:8]2[CH:13]=[CH:12][C:11]([C:14]([N:16]3[CH2:21][CH2:20][N:19]([C:22]4[C:27]([CH3:28])=[CH:26][C:25]([CH:29]5[CH2:31][CH2:30]5)=[CH:24][N:23]=4)[CH2:18][CH2:17]3)=[O:15])=[C:10]([F:32])[CH:9]=2)[C:43]1=[O:49])[C:34]1[CH:39]=[CH:38][CH:37]=[CH:36][CH:35]=1, predict the reactants needed to synthesize it. The reactants are: CNCCNC.Br[C:8]1[CH:13]=[CH:12][C:11]([C:14]([N:16]2[CH2:21][CH2:20][N:19]([C:22]3[C:27]([CH3:28])=[CH:26][C:25]([CH:29]4[CH2:31][CH2:30]4)=[CH:24][N:23]=3)[CH2:18][CH2:17]2)=[O:15])=[C:10]([F:32])[CH:9]=1.[CH2:33]([O:40][CH2:41][N:42]1[C:46](=[O:47])[CH:45]([CH3:48])[NH:44][C:43]1=[O:49])[C:34]1[CH:39]=[CH:38][CH:37]=[CH:36][CH:35]=1.C(=O)([O-])[O-].[Cs+].[Cs+]. (2) The reactants are: Cl[C:2]1[CH:3]=[CH:4][C:5]2[N:6]([C:8]([C:11]3[CH:12]=[N:13][C:14]([F:17])=[CH:15][CH:16]=3)=[CH:9][N:10]=2)[N:7]=1.CC1(C)C(C)(C)OB([C:26]2[CH:27]=[C:28]([C:33]([F:36])([F:35])[F:34])[C:29]([NH2:32])=[N:30][CH:31]=2)O1.C([O-])([O-])=O.[Na+].[Na+].N#N. Given the product [F:17][C:14]1[N:13]=[CH:12][C:11]([C:8]2[N:6]3[N:7]=[C:2]([C:26]4[CH:27]=[C:28]([C:33]([F:36])([F:35])[F:34])[C:29]([NH2:32])=[N:30][CH:31]=4)[CH:3]=[CH:4][C:5]3=[N:10][CH:9]=2)=[CH:16][CH:15]=1, predict the reactants needed to synthesize it. (3) Given the product [CH3:8][C:9]1[C:17]2[C:12](=[CH:13][CH:14]=[CH:15][C:16]=2[C:18]2[CH:19]=[N:20][C:21]3[C:26]([CH:27]=2)=[CH:25][CH:24]=[CH:23][CH:22]=3)[N:11]([C:28]2[CH:35]=[CH:34][C:31]([C:32]([NH2:33])=[O:3])=[C:30]([NH:36][CH:37]3[CH2:42][C:41]([CH3:43])([CH3:44])[N:40]([CH3:45])[C:39]([CH3:47])([CH3:46])[CH2:38]3)[CH:29]=2)[N:10]=1, predict the reactants needed to synthesize it. The reactants are: C([OH:3])C.[OH-].[Na+].OO.[CH3:8][C:9]1[C:17]2[C:12](=[CH:13][CH:14]=[CH:15][C:16]=2[C:18]2[CH:19]=[N:20][C:21]3[C:26]([CH:27]=2)=[CH:25][CH:24]=[CH:23][CH:22]=3)[N:11]([C:28]2[CH:35]=[CH:34][C:31]([C:32]#[N:33])=[C:30]([NH:36][CH:37]3[CH2:42][C:41]([CH3:44])([CH3:43])[N:40]([CH3:45])[C:39]([CH3:47])([CH3:46])[CH2:38]3)[CH:29]=2)[N:10]=1.